From a dataset of Forward reaction prediction with 1.9M reactions from USPTO patents (1976-2016). Predict the product of the given reaction. (1) Given the reactants [Cl:1][C:2]1[N:7]=[C:6](Cl)[C:5]([C:9]([NH:11][CH2:12][C:13]2[CH:18]=[CH:17][C:16]([C:19]([F:22])([F:21])[F:20])=[CH:15][CH:14]=2)=[O:10])=[CH:4][N:3]=1.[CH2:23]([N:25](CC)[CH2:26][CH3:27])[CH3:24], predict the reaction product. The product is: [Cl:1][C:2]1[N:7]=[C:6]([N:25]2[CH2:26][CH2:27][CH2:24][CH2:23]2)[C:5]([C:9]([NH:11][CH2:12][C:13]2[CH:18]=[CH:17][C:16]([C:19]([F:22])([F:21])[F:20])=[CH:15][CH:14]=2)=[O:10])=[CH:4][N:3]=1. (2) Given the reactants Br[C:2]1[N:6]2[CH:7]=[C:8]([C:11]3[C:12]([N:31]([CH3:36])[S:32]([CH3:35])(=[O:34])=[O:33])=[CH:13][C:14]4[O:18][C:17]([C:19]5[CH:24]=[CH:23][C:22]([F:25])=[CH:21][CH:20]=5)=[C:16]([C:26]([NH:28][CH3:29])=[O:27])[C:15]=4[CH:30]=3)[CH:9]=[CH:10][C:5]2=[N:4][CH:3]=1.[F:37][C:38]1[CH:43]=[CH:42][C:41](B(O)O)=[CH:40][CH:39]=1.[O-]P([O-])([O-])=O.[K+].[K+].[K+], predict the reaction product. The product is: [F:25][C:22]1[CH:21]=[CH:20][C:19]([C:17]2[O:18][C:14]3[CH:13]=[C:12]([N:31]([CH3:36])[S:32]([CH3:35])(=[O:34])=[O:33])[C:11]([C:8]4[CH:9]=[CH:10][C:5]5[N:6]([C:2]([C:41]6[CH:42]=[CH:43][C:38]([F:37])=[CH:39][CH:40]=6)=[CH:3][N:4]=5)[CH:7]=4)=[CH:30][C:15]=3[C:16]=2[C:26]([NH:28][CH3:29])=[O:27])=[CH:24][CH:23]=1.